From a dataset of Full USPTO retrosynthesis dataset with 1.9M reactions from patents (1976-2016). Predict the reactants needed to synthesize the given product. (1) Given the product [N:10]1([CH2:9][C:8]2[CH:23]=[CH:24][C:5]([C:3]([O:2][CH3:1])=[O:4])=[CH:6][CH:7]=2)[CH2:15][CH2:14][NH:13][CH2:12][CH2:11]1, predict the reactants needed to synthesize it. The reactants are: [CH3:1][O:2][C:3]([C:5]1[CH:24]=[CH:23][C:8]([CH2:9][N:10]2[CH2:15][CH2:14][N:13](C(OC(C)(C)C)=O)[CH2:12][CH2:11]2)=[CH:7][CH:6]=1)=[O:4]. (2) Given the product [F:11][C:8]1[CH:9]=[CH:10][C:2]2[NH:1][C:13]3[C:14]([CH3:16])=[N:15][C:29]4[CH2:30][CH:25]([CH:22]([CH3:23])[CH3:24])[CH2:26][C:27](=[O:32])[C:28]=4[C:4]=3[C:3]=2[CH:7]=1, predict the reactants needed to synthesize it. The reactants are: [NH2:1][C:2]1[CH:10]=[CH:9][C:8]([F:11])=[CH:7][C:3]=1[C:4](O)=O.C(O)(=O)[C:13]1[C:14](=[CH:16]C=CC=1)[NH2:15].[CH:22]([CH:25]1[CH2:30][C:29](=O)[CH2:28][C:27](=[O:32])[CH2:26]1)([CH3:24])[CH3:23].CC1(C)CC(=O)CC(=O)C1. (3) Given the product [CH2:1]([O:8][C@@H:9]1[C@@H:14]([O:15][CH2:16][C:17]2[CH:18]=[CH:19][CH:20]=[CH:21][CH:22]=2)[C@H:13]([O:23][CH2:24][C:25]2[CH:30]=[CH:29][CH:28]=[CH:27][CH:26]=2)[C@@H:12]([CH2:31][O:32][CH2:33][C:34]2[CH:35]=[CH:36][CH:37]=[CH:38][CH:39]=2)[CH2:11][C:10]1([O:40][C:63](=[O:65])[CH3:64])[C:41]1[CH:46]=[CH:45][CH:44]=[C:43]([CH2:47][C:48]2[CH:49]=[CH:50][C:51]([O:54][CH3:55])=[CH:52][CH:53]=2)[CH:42]=1)[C:2]1[CH:3]=[CH:4][CH:5]=[CH:6][CH:7]=1, predict the reactants needed to synthesize it. The reactants are: [CH2:1]([O:8][C@@H:9]1[C@@H:14]([O:15][CH2:16][C:17]2[CH:22]=[CH:21][CH:20]=[CH:19][CH:18]=2)[C@H:13]([O:23][CH2:24][C:25]2[CH:30]=[CH:29][CH:28]=[CH:27][CH:26]=2)[C@@H:12]([CH2:31][O:32][CH2:33][C:34]2[CH:39]=[CH:38][CH:37]=[CH:36][CH:35]=2)[CH2:11][C:10]1([C:41]1[CH:46]=[CH:45][CH:44]=[C:43]([CH2:47][C:48]2[CH:53]=[CH:52][C:51]([O:54][CH3:55])=[CH:50][CH:49]=2)[CH:42]=1)[OH:40])[C:2]1[CH:7]=[CH:6][CH:5]=[CH:4][CH:3]=1.C(N(CC)CC)C.[C:63](Cl)(=[O:65])[CH3:64].C(=O)([O-])O.[Na+]. (4) Given the product [CH:18]1([N:15]2[CH2:14][CH2:13][C:12]3[CH:22]=[CH:23][C:9]([CH2:8][C:5]4[CH:4]=[CH:3][C:2]([N:26]5[CH2:27][CH2:28][O:24][C:25]5=[O:29])=[N:7][CH:6]=4)=[CH:10][C:11]=3[CH2:17][CH2:16]2)[CH2:21][CH2:20][CH2:19]1, predict the reactants needed to synthesize it. The reactants are: Br[C:2]1[N:7]=[CH:6][C:5]([CH2:8][C:9]2[CH:23]=[CH:22][C:12]3[CH2:13][CH2:14][N:15]([CH:18]4[CH2:21][CH2:20][CH2:19]4)[CH2:16][CH2:17][C:11]=3[CH:10]=2)=[CH:4][CH:3]=1.[O:24]1[CH2:28][CH2:27][NH:26][C:25]1=[O:29].C(=O)([O-])[O-].[K+].[K+].CNCCNC. (5) Given the product [NH2:16][C:17]1[CH:18]=[C:19]([O:23][S:8]([C:7]2[C:2]([F:1])=[C:3]([F:15])[C:4]([F:14])=[C:5]([F:13])[C:6]=2[F:12])(=[O:10])=[O:9])[CH:20]=[CH:21][CH:22]=1, predict the reactants needed to synthesize it. The reactants are: [F:1][C:2]1[C:7]([S:8](Cl)(=[O:10])=[O:9])=[C:6]([F:12])[C:5]([F:13])=[C:4]([F:14])[C:3]=1[F:15].[NH2:16][C:17]1[CH:18]=[C:19]([OH:23])[CH:20]=[CH:21][CH:22]=1.C(N(CC)CC)C. (6) Given the product [CH:1]1([CH2:6][C:7]2[C:8](=[O:13])[NH:9][CH:10]=[CH:11][CH:12]=2)[CH2:2][CH:3]=[CH:4][CH2:5]1, predict the reactants needed to synthesize it. The reactants are: [CH:1]1([CH2:6][C:7]2[C:8]([O:13]C)=[N:9][CH:10]=[CH:11][CH:12]=2)[CH2:5][CH:4]=[CH:3][CH2:2]1.[I-].[Na+].Cl[Si](C)(C)C.O.